Dataset: Catalyst prediction with 721,799 reactions and 888 catalyst types from USPTO. Task: Predict which catalyst facilitates the given reaction. (1) Reactant: [OH:1][C@@H:2]1[CH2:6][CH2:5][N:4]([C:7]([O:9][C:10]([CH3:13])([CH3:12])[CH3:11])=[O:8])[CH2:3]1.[H-].[Na+].[CH2:16](Br)[CH:17]=[CH2:18].O. Product: [CH2:18]([O:1][C@@H:2]1[CH2:6][CH2:5][N:4]([C:7]([O:9][C:10]([CH3:13])([CH3:12])[CH3:11])=[O:8])[CH2:3]1)[CH:17]=[CH2:16]. The catalyst class is: 3. (2) Reactant: [NH2:1][C:2]1[N:7]=[C:6]([C:8]2[CH:9]=[N:10][C:11]([C:14]([F:17])([F:16])[F:15])=[CH:12][CH:13]=2)[N:5]=[C:4]([C:18]([O:20]C)=[O:19])[C:3]=1[O:22][CH3:23].[Li+].[OH-]. Product: [NH2:1][C:2]1[N:7]=[C:6]([C:8]2[CH:9]=[N:10][C:11]([C:14]([F:17])([F:16])[F:15])=[CH:12][CH:13]=2)[N:5]=[C:4]([C:18]([OH:20])=[O:19])[C:3]=1[O:22][CH3:23]. The catalyst class is: 5. (3) Reactant: [CH3:1][O:2][C:3]([C:5]1[N:6](C(OC(C)(C)C)=O)[C:7]2[C:12]([CH:13]=1)=[CH:11][C:10]([CH2:14][O:15][C:16](=[O:18])[CH3:17])=[CH:9][C:8]=2[N+:19]([O-:21])=[O:20])=[O:4].Cl. Product: [CH3:1][O:2][C:3]([C:5]1[NH:6][C:7]2[C:12]([CH:13]=1)=[CH:11][C:10]([CH2:14][O:15][C:16](=[O:18])[CH3:17])=[CH:9][C:8]=2[N+:19]([O-:21])=[O:20])=[O:4]. The catalyst class is: 4. (4) Reactant: [NH2:1][C:2]1[CH:3]=[N:4][N:5]([CH3:7])[CH:6]=1.Cl[C:9]1[N:14]=[C:13]([N:15]2[CH2:20][CH2:19][O:18][CH2:17][CH2:16]2)[N:12]=[C:11]([N:21]2[C:25]3[CH:26]=[CH:27][CH:28]=[CH:29][C:24]=3[N:23]=[C:22]2[CH:30]([F:32])[F:31])[N:10]=1.O. Product: [F:32][CH:30]([F:31])[C:22]1[N:21]([C:11]2[N:12]=[C:13]([N:15]3[CH2:16][CH2:17][O:18][CH2:19][CH2:20]3)[N:14]=[C:9]([NH:1][C:2]3[CH:3]=[N:4][N:5]([CH3:7])[CH:6]=3)[N:10]=2)[C:25]2[CH:26]=[CH:27][CH:28]=[CH:29][C:24]=2[N:23]=1. The catalyst class is: 16. (5) Reactant: [OH-].[K+].[CH3:3][S:4]([C:7]1[CH:8]=[C:9]2[C:14](=[CH:15][CH:16]=1)[N:13]=[C:12]([C:17]1[CH:22]=[CH:21][CH:20]=[C:19]([C:23]([F:26])([F:25])[F:24])[CH:18]=1)[C:11]([CH2:27][N:28]1[CH2:33][CH2:32][CH:31]([N:34]3[CH2:38][CH2:37][CH2:36][CH2:35]3)[CH2:30][CH2:29]1)=[C:10]2[C:39]([O:41]C)=[O:40])(=[O:6])=[O:5]. Product: [CH3:3][S:4]([C:7]1[CH:8]=[C:9]2[C:14](=[CH:15][CH:16]=1)[N:13]=[C:12]([C:17]1[CH:22]=[CH:21][CH:20]=[C:19]([C:23]([F:26])([F:24])[F:25])[CH:18]=1)[C:11]([CH2:27][N:28]1[CH2:29][CH2:30][CH:31]([N:34]3[CH2:35][CH2:36][CH2:37][CH2:38]3)[CH2:32][CH2:33]1)=[C:10]2[C:39]([OH:41])=[O:40])(=[O:6])=[O:5]. The catalyst class is: 24. (6) Reactant: [Cl:1][C:2]1[CH:3]=[C:4]([C@@H:8]([C@@H:17]2[CH2:22][CH2:21][CH2:20][N:19]([C:23](=[S:43])[NH:24][C@H:25]([CH2:33][N:34](C)[C:35](OC(C)(C)C)=O)[CH2:26][CH:27]3[CH2:32][CH2:31][CH2:30][CH2:29][CH2:28]3)[CH2:18]2)[O:9][CH2:10][CH2:11][NH:12][C:13](=[O:16])[O:14][CH3:15])[CH:5]=[CH:6][CH:7]=1.C(=O)(O)[O-].[Na+]. Product: [Cl:1][C:2]1[CH:3]=[C:4]([C@@H:8]([C@@H:17]2[CH2:22][CH2:21][CH2:20][N:19]([C:23](=[S:43])[NH:24][C@H:25]([CH2:33][NH:34][CH3:35])[CH2:26][CH:27]3[CH2:28][CH2:29][CH2:30][CH2:31][CH2:32]3)[CH2:18]2)[O:9][CH2:10][CH2:11][NH:12][C:13](=[O:16])[O:14][CH3:15])[CH:5]=[CH:6][CH:7]=1. The catalyst class is: 137. (7) Reactant: [C:1](#[N:8])[CH2:2][CH2:3][CH2:4][CH2:5][C:6]#[N:7].N.[H][H].[O-2].[Al+3].[O-2].[O-2].[Al+3].[Si](=O)=O.[O-2].[Ca+2]. Product: [NH2:7][CH2:6][CH2:5][CH2:4][CH2:3][CH2:2][CH2:1][NH2:8].[NH2:7][CH:6]1[CH2:5][CH2:4][CH2:3][CH2:2][CH:1]1[NH2:8]. The catalyst class is: 292. (8) Reactant: C([O:3][C:4]([C:6]1[N:7]([CH2:17][C:18]#[N:19])[C:8]2[C:13]([CH:14]=1)=[CH:12][C:11]([O:15][CH3:16])=[CH:10][CH:9]=2)=O)C.Cl. Product: [CH3:16][O:15][C:11]1[CH:10]=[CH:9][C:8]2[N:7]3[CH2:17][CH2:18][NH:19][C:4](=[O:3])[C:6]3=[CH:14][C:13]=2[CH:12]=1. The catalyst class is: 579. (9) Reactant: [BH4-].[Na+].[C:3]([C@:5]12[CH2:29][C:28](=[O:30])[CH2:27][CH2:26][C@:25]1([CH3:31])[C:24]1[CH2:23][CH2:22][C@@:21]3([CH3:32])[C@@H:9]([CH2:10][CH2:11][C@@H:12]3[C@H:13]([CH3:20])[CH2:14][CH2:15][CH2:16][CH:17]([CH3:19])[CH3:18])[C:8]=1[CH2:7][CH2:6]2)#[N:4].Cl. Product: [C:3]([C@:5]12[CH2:29][C@@H:28]([OH:30])[CH2:27][CH2:26][C@:25]1([CH3:31])[C:24]1[CH2:23][CH2:22][C@@:21]3([CH3:32])[C@@H:9]([CH2:10][CH2:11][C@@H:12]3[C@H:13]([CH3:20])[CH2:14][CH2:15][CH2:16][CH:17]([CH3:19])[CH3:18])[C:8]=1[CH2:7][CH2:6]2)#[N:4].[C:3]([C@:5]12[CH2:29][C@H:28]([OH:30])[CH2:27][CH2:26][C@:25]1([CH3:31])[C:24]1[CH2:23][CH2:22][C@@:21]3([CH3:32])[C@@H:9]([CH2:10][CH2:11][C@@H:12]3[C@H:13]([CH3:20])[CH2:14][CH2:15][CH2:16][CH:17]([CH3:19])[CH3:18])[C:8]=1[CH2:7][CH2:6]2)#[N:4]. The catalyst class is: 8.